Dataset: Experimentally validated miRNA-target interactions with 360,000+ pairs, plus equal number of negative samples. Task: Binary Classification. Given a miRNA mature sequence and a target amino acid sequence, predict their likelihood of interaction. (1) Result: 1 (interaction). The miRNA is hsa-miR-6746-5p with sequence CCGGGAGAAGGAGGUGGCCUGG. The protein sequence of the target gene is MPWLLSAPKLVPAVANVRGLSGCMLCSQRRYSLQPVPERRIPNRYLGQPSPFTHPHLLRPGEVTPGLSQVEYALRRHKLMSLIQKEAQGQSGTDQTVVVLSNPTYYMSNDIPYTFHQDNNFLYLCGFQEPDSILVLQSLPGKQLPSHKAILFVPRRDPSRELWDGPRSGTDGAIALTGVDEAYTLEEFQHLLPKMKAETNMVWYDWMRPSHAQLHSDYMQPLTEAKAKSKNKVRGVQQLIQRLRLIKSPAEIERMQIAGKLTSQAFIETMFTSKAPVEEAFLYAKFEFECRARGADILAY.... (2) The miRNA is mmu-miR-664-3p with sequence UAUUCAUUUACUCCCCAGCCUA. The protein sequence of the target gene is MAALTTLFKYIDENQDRYIKKLAKWVAIQSVSAWPEKRGEIRRMMEVAAADVKQLGGSVELVDIGKQKLPDGSEIPLPPILLGRLGSDPQKKTVCIYGHLDVQPAALEDGWDSEPFTLVERDGKLYGRGSTDDKGPVAGWINALEAYQKTGQEIPVNVRFCLEGMEESGSEGLDELIFARKDTFFKDVDYVCISDNYWLGKKKPCITYGLRGICYFFIEVECSNKDLHSGVYGGSVHEAMTDLILLMGSLVDKRGNILIPGINEAVAAVTEEEHKLYDDIDFDIEEFAKDVGAQILLHSH.... Result: 0 (no interaction). (3) The miRNA is mmu-miR-713 with sequence UGCACUGAAGGCACACAGC. The protein sequence of the target gene is MPGKHVSRVRALYRRILLLHRALPPDLKALGDQYVKDEFRRHKTVGPGEAQRFLKEWETYAAVLWQQAEDSRQSSTGKACFGTSLPEEKLNDFRDEQIGQLQELMQEATKPNRQFSITESTKPQL. Result: 0 (no interaction). (4) The miRNA is hsa-miR-202-3p with sequence AGAGGUAUAGGGCAUGGGAA. The protein sequence of the target gene is MKKISLKTLRKSFNLNKSKEETDFMVVQQPSLASDFGKDDSLFGSCYGKDMASCDINGEDEKGGKNRSKSESLMGTLKRRLSAKQKSKGKAGTPSGSSADEDTFSSSSAPIVFKDVRAQRPIRSTSLRSHHYSPAPWPLRPTNSEETCIKMEVRVKALVHSSSPSPALNGVRKDFHDLQSETTCQEQANSLKSSASHNGDLHLHLDEHVPVVIGLMPQDYIQYTVPLDEGMYPLEGSRSYCLDSSSPMEVSAVPPQVGGRAFPEDESQVDQDLVVAPEIFVDQSVNGLLIGTTGVMLQSP.... Result: 0 (no interaction). (5) The miRNA is hsa-miR-6824-5p with sequence GUAGGGGAGGUUGGGCCAGGGA. The protein sequence of the target gene is MSPRSCLRSLRLLVFAVFSAAASNWLYLAKLSSVGSISEEETCEKLKGLIQRQVQMCKRNLEVMDSVRRGAQLAIEECQYQFRNRRWNCSTLDSLPVFGKVVTQGTREAAFVYAISSAGVAFAVTRACSSGELEKCGCDRTVHGVSPQGFQWSGCSDNIAYGVAFSQSFVDVRERSKGASSSRALMNLHNNEAGRKAILTHMRVECKCHGVSGSCEVKTCWRAVPPFRQVGHALKEKFDGATEVEPRRVGSSRALVPRNAQFKPHTDEDLVYLEPSPDFCEQDMRSGVLGTRGRTCNKTS.... Result: 0 (no interaction). (6) The miRNA is hsa-miR-3606-3p with sequence AAAAUUUCUUUCACUACUUAG. The protein sequence of the target gene is MEVNAGGVIAYISSSSSASSPASCHSEGSENSFQSSSSSVPSSPNSSNSDTNGNPKNGDLANIEGILKNDRIDCSMKTSKSSAPGMTKSHSGVTKFSGMVLLCKVCGDVASGFHYGVHACEGCKGFFRRSIQQNIQYKKCLKNENCSIMRMNRNRCQQCRFKKCLSVGMSRDAVRFGRIPKREKQRMLIEMQSAMKTMMNSQFSGHLQNDTLVEHHEQTALPAQEQLRPKPQLEQENIKSSSPPSSDFAKEEVIGMVTRAHKDTFMYNQEQQENSAESMQPQRGERIPKNMEQYNLNHDH.... Result: 0 (no interaction). (7) The miRNA is mmu-miR-133b-3p with sequence UUUGGUCCCCUUCAACCAGCUA. The protein sequence of the target gene is MEPAAAAPAQRLADPTGEDQALAAAAAEGGRCPDPALSAAAPSGGNGGAAREEAPCEAPPGPLPGRAGGTGRRRRRGAPQPAAGGAAPVPAAGGGANSLLLKRGRLKRNLSAAAAASSSSSPSSASSAAGGLPASCSASASLCTRSLDRKTLLLKHRQLLQLQPSDRDWVRHQLQRGCVHVFDRHMASSYLRPVLCTLDTTAAEVAARLLQLGHKGGGVVKVLGYGPPPAAAPAASDQTLDGEHGRDVEPPPSSGTVGAVRGPARAPPADLPLPGGAWTRCAPRISPAPSDSSPGELFAG.... Result: 0 (no interaction). (8) The miRNA is hsa-miR-16-5p with sequence UAGCAGCACGUAAAUAUUGGCG. The protein sequence of the target gene is MGRSGKLPSGVSAKLKRWKKGHSSDSNPAICRHRQAARSRFFSRPSGRSDLTVDAVKLHNELQSGSLRLGKSEAPETPMEEEAELVLTEKSSGTFLSGLSDCTNVTFSKVQRFWESNSAAHKEICAVLAAVTEVIRSQGGKETETEYFAALMTTMEAVESPESLAAVAYLLNLVLKRVPSPVLIKKFSDTSKAFMDIMSAQASSGSTSVLRWVLSCLATLLRKQDLEAWGYPVTLQVYHGLLSFTVHPKPKIRKAAQHGVCSVLKGSEFMFEKAPAHHPAAISTAKFCIQEIEKSGGSKE.... Result: 1 (interaction). (9) The miRNA is mmu-miR-7085-3p with sequence UAGCUGGCCUCUCCCCACCUUC. Result: 0 (no interaction). The protein sequence of the target gene is MAAHGGSAASSALKGLIQQFTAITGASESVGKHMLEACNNNLEMAVTMFLDGGGIAEEPSTSSASVSTVRPHTEEEVRAPIPQKQEILVEPEPLFGVRQEQELRNGGAIDKKLTTLADLFRPPIDLMHKGSFETAKECGQMQNKWLMINIQNVQDFACQCLNRDVWSNEAVKNIIREHFIFWQVYHDSEEGQRYIQFYKLGDFPYVSILDPRTGQKLVEWHQLDVSSFLDQVTGFLGEHGQLDGLSSSPPKKCARSESLIDASEDSQLEAAIRASLQETHFDSAQAKQDSRSDEESESEL....